This data is from Forward reaction prediction with 1.9M reactions from USPTO patents (1976-2016). The task is: Predict the product of the given reaction. (1) Given the reactants [CH3:1][N:2]([CH2:6][CH2:7][O:8][C:9]1[CH:18]=[CH:17][CH:16]=[C:15]2[C:10]=1[C:11](=O)[NH:12][CH:13]=[N:14]2)[C:3](=[O:5])[CH3:4].C(N(C(C)C)CC)(C)C.P(Cl)(Cl)([Cl:31])=O.C(=O)([O-])O.[Na+], predict the reaction product. The product is: [Cl:31][C:11]1[C:10]2[C:15](=[CH:16][CH:17]=[CH:18][C:9]=2[O:8][CH2:7][CH2:6][N:2]([CH3:1])[C:3](=[O:5])[CH3:4])[N:14]=[CH:13][N:12]=1. (2) Given the reactants CS(O[C:6]1[CH:11]=[CH:10][C:9](/[CH:12]=[CH:13]/[C:14]([OH:16])=[O:15])=[CH:8][CH:7]=1)(=O)=O.CS(Cl)(=O)=O.[F:22][C:23]([F:36])([F:35])[S:24]([O:27]S(C(F)(F)F)(=O)=O)(=[O:26])=[O:25], predict the reaction product. The product is: [F:22][C:23]([F:36])([F:35])[S:24]([O:27][C:6]1[CH:11]=[CH:10][C:9](/[CH:12]=[CH:13]/[C:14]([OH:16])=[O:15])=[CH:8][CH:7]=1)(=[O:26])=[O:25].